This data is from Forward reaction prediction with 1.9M reactions from USPTO patents (1976-2016). The task is: Predict the product of the given reaction. (1) Given the reactants [Cl:1][C:2]1[CH:24]=[C:23]([Cl:25])[CH:22]=[CH:21][C:3]=1[CH2:4][O:5][C:6]1[CH:11]=[C:10]([O:12][CH2:13][CH2:14][O:15][CH3:16])[CH:9]=[CH:8][C:7]=1[CH2:17][CH2:18][CH2:19][OH:20].[CH2:26]([N:28]1[C:32]([CH2:33][CH2:34][C:35]([O:37]CC)=[O:36])=[CH:31][C:30](O)=[N:29]1)[CH3:27].C(P(CCCC)CCCC)CCC.N(C(N1CCCCC1)=O)=NC(N1CCCCC1)=O.O1CCCC1CO.[OH-].[Na+].Cl, predict the reaction product. The product is: [Cl:1][C:2]1[CH:24]=[C:23]([Cl:25])[CH:22]=[CH:21][C:3]=1[CH2:4][O:5][C:6]1[CH:11]=[C:10]([O:12][CH2:13][CH2:14][O:15][CH3:16])[CH:9]=[CH:8][C:7]=1[CH2:17][CH2:18][CH2:19][O:20][C:30]1[CH:31]=[C:32]([CH2:33][CH2:34][C:35]([OH:37])=[O:36])[N:28]([CH2:26][CH3:27])[N:29]=1. (2) Given the reactants [NH2:1][C@H:2]1[CH2:6][CH2:5][N:4]([C:7]([O:9][C:10]([CH3:13])([CH3:12])[CH3:11])=[O:8])[CH2:3]1.[O:14]1[CH2:19][CH2:18][C:17](=O)[CH2:16][CH2:15]1, predict the reaction product. The product is: [O:14]1[CH2:19][CH2:18][CH:17]([NH:1][C@H:2]2[CH2:6][CH2:5][N:4]([C:7]([O:9][C:10]([CH3:13])([CH3:12])[CH3:11])=[O:8])[CH2:3]2)[CH2:16][CH2:15]1. (3) Given the reactants [N:1]1C=CC=[C:3](C=[O:8])[CH:2]=1.CN(C)CCN1CCNCC1.[CH3:20][C:21]([OH:23])=[O:22].[Na].[Cl:25][CH:26]([Cl:28])C, predict the reaction product. The product is: [NH4+:1].[OH-:8].[CH3:21][OH:22].[CH2:26]([Cl:28])[Cl:25].[CH3:2][CH2:3][O:22][C:21]([CH3:20])=[O:23]. (4) The product is: [CH2:24]([C:18]1[CH:19]=[CH:20][CH:21]=[C:22]([CH3:23])[C:17]=1[CH2:16][NH:15][C:7]1[C:8]2[N:9]([N:11]=[C:12]([CH3:14])[N:13]=2)[CH:10]=[C:5]([C:3]([OH:4])=[O:2])[CH:6]=1)[CH3:25]. Given the reactants C[O:2][C:3]([C:5]1[CH:6]=[C:7]([NH:15][CH2:16][C:17]2[C:22]([CH3:23])=[CH:21][CH:20]=[CH:19][C:18]=2[CH2:24][CH3:25])[C:8]2[N:9]([N:11]=[C:12]([CH3:14])[N:13]=2)[CH:10]=1)=[O:4].[OH-].[Na+], predict the reaction product. (5) Given the reactants [CH3:1][C:2]1[CH:7]=[C:6]([OH:8])[C:5]2[O:9][C:10]3[C:15]([C:16]([O:18][CH2:19][C:4]=2[CH:3]=1)=[O:17])=[C:14]([O:20][CH3:21])[C:13]([C@@H:22]([OH:27])[CH2:23][CH:24]([CH3:26])[CH3:25])=[CH:12][CH:11]=3.[H-].[Na+].[F:30][C:31]([F:43])([C:39]([F:42])([F:41])[F:40])[CH2:32][CH2:33][CH2:34][S:35](Cl)(=[O:37])=[O:36].C(N(CC)CC)C, predict the reaction product. The product is: [F:43][C:31]([F:30])([C:39]([F:40])([F:41])[F:42])[CH2:32][CH2:33][CH2:34][S:35]([O:8][C:6]1[C:5]2[O:9][C:10]3[CH:11]=[CH:12][C:13]([C@@H:22]([OH:27])[CH2:23][CH:24]([CH3:25])[CH3:26])=[C:14]([O:20][CH3:21])[C:15]=3[C:16](=[O:17])[O:18][CH2:19][C:4]=2[CH:3]=[C:2]([CH3:1])[CH:7]=1)(=[O:37])=[O:36]. (6) Given the reactants [C:1]1([C:7]2[S:30][C:10]3[CH2:11][CH2:12][C:13]4[CH:14]=[N:15][C:16]([NH:19][C:20]5[CH:21]=[C:22]([S:26]([NH2:29])(=[O:28])=[O:27])[CH:23]=[CH:24][CH:25]=5)=[N:17][C:18]=4[C:9]=3[CH:8]=2)[CH:6]=[CH:5][CH:4]=[CH:3][CH:2]=1.C(C1C(=O)C(Cl)=C(Cl)C(=O)C=1C#N)#N, predict the reaction product. The product is: [C:1]1([C:7]2[S:30][C:10]3=[CH:11][CH:12]=[C:13]4[C:18]([N:17]=[C:16]([NH:19][C:20]5[CH:21]=[C:22]([S:26]([NH2:29])(=[O:28])=[O:27])[CH:23]=[CH:24][CH:25]=5)[N:15]=[CH:14]4)=[C:9]3[CH:8]=2)[CH:2]=[CH:3][CH:4]=[CH:5][CH:6]=1. (7) The product is: [Br:25][C:15]1[CH:14]=[CH:13][C:12]2[N:11]=[CH:10][C:9]3[N:8]=[C:5]([CH2:4][O:3][CH2:1][CH3:2])[N:19]([CH2:20][C:21]([CH3:24])([OH:23])[CH3:22])[C:18]=3[C:17]=2[CH:16]=1. Given the reactants [CH2:1]([O:3][CH2:4][C:5](Cl)=O)[CH3:2].[NH2:8][C:9]1[CH:10]=[N:11][C:12]2[C:17]([C:18]=1[NH:19][CH2:20][C:21]([CH3:24])([OH:23])[CH3:22])=[CH:16][C:15]([Br:25])=[CH:14][CH:13]=2.ClCCl.C(N(CC)CC)C, predict the reaction product.